From a dataset of Forward reaction prediction with 1.9M reactions from USPTO patents (1976-2016). Predict the product of the given reaction. (1) Given the reactants Cl.[Cl:2][C:3]1[CH:4]=[C:5]2[C:9](=[CH:10][CH:11]=1)[NH:8][CH:7]=[C:6]2[CH:12]1[CH2:17][CH2:16][NH:15][CH2:14][CH2:13]1.[F:18][C:19]1[CH:33]=[CH:32][C:31]([F:34])=[CH:30][C:20]=1[CH2:21][C:22]1[O:26][N:25]=[C:24]([C:27](O)=[O:28])[CH:23]=1.F[P-](F)(F)(F)(F)F.C[N+](C)=C(N(C)C)ON1C2N=CC=CC=2N=N1.C(N(CC)C(C)C)(C)C, predict the reaction product. The product is: [Cl:2][C:3]1[CH:4]=[C:5]2[C:9](=[CH:10][CH:11]=1)[NH:8][CH:7]=[C:6]2[CH:12]1[CH2:17][CH2:16][N:15]([C:27]([C:24]2[CH:23]=[C:22]([CH2:21][C:20]3[CH:30]=[C:31]([F:34])[CH:32]=[CH:33][C:19]=3[F:18])[O:26][N:25]=2)=[O:28])[CH2:14][CH2:13]1. (2) Given the reactants [F:1][C:2]1[CH:10]=[CH:9][C:8]2[C:4](=[C:5]3[NH:14][C:13](=[O:15])[CH:12]=[C:11]([CH:16]4[CH2:21][CH2:20][N:19](C(OC(C)(C)C)=O)[CH2:18][CH2:17]4)[N:6]3[N:7]=2)[C:3]=1[C:29]1[CH:34]=[CH:33][CH:32]=[CH:31][C:30]=1[F:35].[ClH:36], predict the reaction product. The product is: [ClH:36].[F:1][C:2]1[CH:10]=[CH:9][C:8]2[C:4](=[C:5]3[NH:14][C:13](=[O:15])[CH:12]=[C:11]([CH:16]4[CH2:17][CH2:18][NH:19][CH2:20][CH2:21]4)[N:6]3[N:7]=2)[C:3]=1[C:29]1[CH:34]=[CH:33][CH:32]=[CH:31][C:30]=1[F:35]. (3) Given the reactants [F:1][C:2]([F:20])([F:19])[C:3]1[C:7]2[CH2:8][N:9]([C:12]([O:14][C:15]([CH3:18])([CH3:17])[CH3:16])=[O:13])[CH2:10][CH2:11][C:6]=2[NH:5][N:4]=1.Br[CH2:22][C:23]1[CH:35]=[CH:34][C:26]([C:27]([N:29]([CH2:32][CH3:33])[CH2:30][CH3:31])=[O:28])=[CH:25][CH:24]=1.C(=O)([O-])[O-].[K+].[K+].CN(C=O)C, predict the reaction product. The product is: [CH2:32]([N:29]([CH2:30][CH3:31])[C:27]([C:26]1[CH:25]=[CH:24][C:23]([CH2:22][N:5]2[C:6]3[CH2:11][CH2:10][N:9]([C:12]([O:14][C:15]([CH3:16])([CH3:17])[CH3:18])=[O:13])[CH2:8][C:7]=3[C:3]([C:2]([F:1])([F:19])[F:20])=[N:4]2)=[CH:35][CH:34]=1)=[O:28])[CH3:33]. (4) The product is: [F:1][C:2]1[CH:3]=[C:4]([CH2:5][OH:6])[CH:7]=[C:8]([F:14])[C:9]=1[O:10][CH:11]([CH3:13])[CH3:12]. Given the reactants [F:1][C:2]1[CH:3]=[C:4]([CH:7]=[C:8]([F:14])[C:9]=1[O:10][CH:11]([CH3:13])[CH3:12])[CH:5]=[O:6].[BH4-].[Na+], predict the reaction product. (5) The product is: [Br:1][C:2]1[CH:3]=[C:4]2[C:8](=[CH:9][CH:10]=1)[N:7]([C:19]1[CH:20]=[CH:21][C:16]([O:15][CH2:14][O:13][CH3:12])=[CH:17][CH:18]=1)[C:6]([CH3:11])=[CH:5]2. Given the reactants [Br:1][C:2]1[CH:3]=[C:4]2[C:8](=[CH:9][CH:10]=1)[NH:7][C:6]([CH3:11])=[CH:5]2.[CH3:12][O:13][CH2:14][O:15][C:16]1[CH:21]=[CH:20][C:19](I)=[CH:18][CH:17]=1, predict the reaction product. (6) Given the reactants [CH2:1]([O:8][C:9]1[C:10]([CH3:21])=[N:11][C:12](N)=[N:13][C:14]=1[CH2:15][CH2:16][CH2:17][CH2:18][CH3:19])[C:2]1[CH:7]=[CH:6][CH:5]=[CH:4][CH:3]=1.[CH2:22]=O.[BH3-][C:25]#[N:26].[Na+], predict the reaction product. The product is: [CH2:1]([O:8][C:9]1[C:10]([CH3:21])=[N:11][C:12]([N:26]([CH3:25])[CH3:22])=[N:13][C:14]=1[CH2:15][CH2:16][CH2:17][CH2:18][CH3:19])[C:2]1[CH:7]=[CH:6][CH:5]=[CH:4][CH:3]=1.